Dataset: Reaction yield outcomes from USPTO patents with 853,638 reactions. Task: Predict the reaction yield, written as a fraction of the theoretical maximum amount of product (1.0 means a 100% yield; for example, 0.34 means a 34% yield). (1) The reactants are Cl[C:2]1[C:11]2[C:6](=[CH:7][C:8]([O:14][CH3:15])=[C:9]([O:12][CH3:13])[CH:10]=2)[N:5]=[CH:4][C:3]=1[C:16]([NH2:18])=[O:17].[CH2:19]([N:21]1[C:25]([NH2:26])=[CH:24][CH:23]=[N:22]1)[CH3:20].C(O)(=O)C. The catalyst is CN(C=O)C. The product is [CH2:19]([N:21]1[C:25]([NH:26][C:2]2[C:11]3[C:6](=[CH:7][C:8]([O:14][CH3:15])=[C:9]([O:12][CH3:13])[CH:10]=3)[N:5]=[CH:4][C:3]=2[C:16]([NH2:18])=[O:17])=[CH:24][CH:23]=[N:22]1)[CH3:20]. The yield is 0.320. (2) The reactants are FC1[CH:24]=[CH:23][C:5]([CH2:6][N:7]2[C@@H:11](C)[CH2:10][N:9]([C:13]3[S:14][C:15]([C:19]([OH:21])=O)=[C:16]([CH3:18])[N:17]=3)[C:8]2=[O:22])=CC=1.C(N1CCN(C2SC(C(O)=O)=C(C)N=2)C1=O)CC=C.[N:44]1[CH:49]=[CH:48][CH:47]=[C:46]([CH2:50][NH2:51])[CH:45]=1. No catalyst specified. The product is [CH2:6]([N:7]1[CH2:11][CH2:10][N:9]([C:13]2[S:14][C:15]([C:19]([NH:51][CH2:50][C:46]3[CH:45]=[N:44][CH:49]=[CH:48][CH:47]=3)=[O:21])=[C:16]([CH3:18])[N:17]=2)[C:8]1=[O:22])[CH2:5][CH:23]=[CH2:24]. The yield is 0.620.